From a dataset of Forward reaction prediction with 1.9M reactions from USPTO patents (1976-2016). Predict the product of the given reaction. (1) Given the reactants [F:1][C:2]([F:11])([F:10])[C:3]1[N:8]=[CH:7][C:6]([OH:9])=[CH:5][CH:4]=1.F[C:13]1[CH:20]=[CH:19][C:16]([CH:17]=[O:18])=[CH:15][CH:14]=1.C([O-])([O-])=O.[K+].[K+], predict the reaction product. The product is: [F:11][C:2]([F:1])([F:10])[C:3]1[N:8]=[CH:7][C:6]([O:9][C:13]2[CH:20]=[CH:19][C:16]([CH:17]=[O:18])=[CH:15][CH:14]=2)=[CH:5][CH:4]=1. (2) Given the reactants C[O:2][C:3]([C:5]1[O:9][N:8]=[C:7]([CH:10]([CH2:12][CH3:13])[CH3:11])[CH:6]=1)=[O:4].[Li+].[OH-], predict the reaction product. The product is: [CH:10]([C:7]1[CH:6]=[C:5]([C:3]([OH:4])=[O:2])[O:9][N:8]=1)([CH2:12][CH3:13])[CH3:11]. (3) Given the reactants [C:1]1([C:8]2[CH:13]=[CH:12][CH:11]=[CH:10][CH:9]=2)[C:2]([NH2:7])=[CH:3][CH:4]=[CH:5][CH:6]=1.[Br:14]N1C(=O)CCC1=O.O, predict the reaction product. The product is: [Br:14][C:5]1[CH:4]=[CH:3][C:2]([NH2:7])=[C:1]([C:8]2[CH:9]=[CH:10][CH:11]=[CH:12][CH:13]=2)[CH:6]=1. (4) Given the reactants [Cl:1][C:2]1[CH:3]=[N:4][C:5]2[N:6]([N:8]=[C:9]([C:11]([OH:13])=O)[CH:10]=2)[CH:7]=1.[CH3:14][O:15][C:16]1[C:21]([C:22]2[CH:31]=[CH:30][CH:29]=[C:28]3[C:23]=2[CH2:24][CH2:25][NH:26][CH:27]3[CH3:32])=[CH:20][CH:19]=[CH:18][N:17]=1, predict the reaction product. The product is: [Cl:1][C:2]1[CH:3]=[N:4][C:5]2[N:6]([N:8]=[C:9]([C:11]([N:26]3[CH2:25][CH2:24][C:23]4[C:28](=[CH:29][CH:30]=[CH:31][C:22]=4[C:21]4[C:16]([O:15][CH3:14])=[N:17][CH:18]=[CH:19][CH:20]=4)[CH:27]3[CH3:32])=[O:13])[CH:10]=2)[CH:7]=1.